This data is from NCI-60 drug combinations with 297,098 pairs across 59 cell lines. The task is: Regression. Given two drug SMILES strings and cell line genomic features, predict the synergy score measuring deviation from expected non-interaction effect. (1) Drug 1: CC1=C2C(C(=O)C3(C(CC4C(C3C(C(C2(C)C)(CC1OC(=O)C(C(C5=CC=CC=C5)NC(=O)OC(C)(C)C)O)O)OC(=O)C6=CC=CC=C6)(CO4)OC(=O)C)OC)C)OC. Drug 2: CC1C(C(CC(O1)OC2CC(CC3=C2C(=C4C(=C3O)C(=O)C5=CC=CC=C5C4=O)O)(C(=O)C)O)N)O. Cell line: A549. Synergy scores: CSS=60.8, Synergy_ZIP=-8.85, Synergy_Bliss=-9.60, Synergy_Loewe=-3.48, Synergy_HSA=-1.79. (2) Drug 1: C1CN1P(=S)(N2CC2)N3CC3. Drug 2: CCN(CC)CCCC(C)NC1=C2C=C(C=CC2=NC3=C1C=CC(=C3)Cl)OC. Cell line: M14. Synergy scores: CSS=10.2, Synergy_ZIP=-2.56, Synergy_Bliss=3.66, Synergy_Loewe=-1.50, Synergy_HSA=0.801. (3) Drug 1: CC(C1=C(C=CC(=C1Cl)F)Cl)OC2=C(N=CC(=C2)C3=CN(N=C3)C4CCNCC4)N. Drug 2: CC1CCCC2(C(O2)CC(NC(=O)CC(C(C(=O)C(C1O)C)(C)C)O)C(=CC3=CSC(=N3)C)C)C. Cell line: LOX IMVI. Synergy scores: CSS=12.0, Synergy_ZIP=-0.130, Synergy_Bliss=3.61, Synergy_Loewe=5.14, Synergy_HSA=5.11. (4) Drug 1: CC1CCC2CC(C(=CC=CC=CC(CC(C(=O)C(C(C(=CC(C(=O)CC(OC(=O)C3CCCCN3C(=O)C(=O)C1(O2)O)C(C)CC4CCC(C(C4)OC)O)C)C)O)OC)C)C)C)OC. Drug 2: CCC1(C2=C(COC1=O)C(=O)N3CC4=CC5=C(C=CC(=C5CN(C)C)O)N=C4C3=C2)O.Cl. Cell line: UO-31. Synergy scores: CSS=20.3, Synergy_ZIP=-8.17, Synergy_Bliss=4.82, Synergy_Loewe=-0.624, Synergy_HSA=3.96.